From a dataset of Catalyst prediction with 721,799 reactions and 888 catalyst types from USPTO. Predict which catalyst facilitates the given reaction. (1) Reactant: [CH2:1]([O:8][C:9]1[CH:10]=[C:11]([OH:18])[CH:12]=[CH:13][C:14]=1[N+:15]([O-:17])=[O:16])[C:2]1[CH:7]=[CH:6][CH:5]=[CH:4][CH:3]=1.Br[CH:20]1[C:26](=[O:27])[NH:25][C:24]2[CH:28]=[CH:29][CH:30]=[CH:31][C:23]=2[CH2:22][CH2:21]1.C(=O)([O-])[O-].[K+].[K+]. Product: [CH2:1]([O:8][C:9]1[CH:10]=[C:11]([CH:12]=[CH:13][C:14]=1[N+:15]([O-:17])=[O:16])[O:18][CH:20]1[C:26](=[O:27])[NH:25][C:24]2[CH:28]=[CH:29][CH:30]=[CH:31][C:23]=2[CH2:22][CH2:21]1)[C:2]1[CH:3]=[CH:4][CH:5]=[CH:6][CH:7]=1. The catalyst class is: 23. (2) Reactant: [Br:1][C:2]1[CH:7]=[CH:6][N:5]=[C:4](F)[CH:3]=1.[O:9]1[CH2:14][CH2:13][CH:12]([NH2:15])[CH2:11][CH2:10]1.C(=O)([O-])[O-].[Cs+].[Cs+]. Product: [Br:1][C:2]1[CH:7]=[CH:6][N:5]=[C:4]([NH:15][CH:12]2[CH2:13][CH2:14][O:9][CH2:10][CH2:11]2)[CH:3]=1. The catalyst class is: 148.